Task: Predict the reaction yield, written as a fraction of the theoretical maximum amount of product (1.0 means a 100% yield; for example, 0.34 means a 34% yield).. Dataset: Reaction yield outcomes from USPTO patents with 853,638 reactions (1) The reactants are [C:1]([N:4]1[C:13]2[C:8](=[CH:9][C:10](Br)=[CH:11][CH:12]=2)[CH:7]([NH:15][C:16]2[CH:21]=[CH:20][CH:19]=[CH:18][CH:17]=2)[CH2:6][CH:5]1[CH3:22])(=[O:3])[CH3:2].[CH3:23][N:24](C=O)C. The catalyst is [C-]#N.[Zn+2].[C-]#N.[Pd].C1(P(C2C=CC=CC=2)C2C=CC=CC=2)C=CC=CC=1.C1(P(C2C=CC=CC=2)C2C=CC=CC=2)C=CC=CC=1.C1(P(C2C=CC=CC=2)C2C=CC=CC=2)C=CC=CC=1.C1(P(C2C=CC=CC=2)C2C=CC=CC=2)C=CC=CC=1.O. The product is [C:1]([N:4]1[C:13]2[C:8](=[CH:9][C:10]([C:23]#[N:24])=[CH:11][CH:12]=2)[CH:7]([NH:15][C:16]2[CH:21]=[CH:20][CH:19]=[CH:18][CH:17]=2)[CH2:6][CH:5]1[CH3:22])(=[O:3])[CH3:2]. The yield is 0.741. (2) The reactants are Cl[C:2]1[CH:7]=[C:6]([C:8]([F:11])([F:10])[F:9])[N:5]=[C:4]([O:12][CH:13]2[CH2:17][CH2:16][CH2:15][CH2:14]2)[N:3]=1.[NH2:18][C:19]1[CH:24]=[CH:23][C:22]([CH2:25][C:26]([NH2:28])=[O:27])=[CH:21][CH:20]=1. The catalyst is CN1C(=O)CCC1.O. The product is [CH:13]1([O:12][C:4]2[N:3]=[C:2]([NH:18][C:19]3[CH:20]=[CH:21][C:22]([CH2:25][C:26]([NH2:28])=[O:27])=[CH:23][CH:24]=3)[CH:7]=[C:6]([C:8]([F:11])([F:10])[F:9])[N:5]=2)[CH2:17][CH2:16][CH2:15][CH2:14]1. The yield is 0.520. (3) The yield is 0.692. The product is [F:16][C:17]1[CH:22]=[CH:21][C:20]([C:23]2[N:24]=[C:25]([CH:28]3[CH2:33][CH2:32][N:31]([C:8]([NH:7][C:2]4[CH:3]=[N:4][CH:5]=[CH:6][N:1]=4)=[O:15])[CH2:30][CH2:29]3)[S:26][CH:27]=2)=[CH:19][CH:18]=1. The catalyst is CS(C)=O. The reactants are [N:1]1[CH:6]=[CH:5][N:4]=[CH:3][C:2]=1[NH:7][C:8](=[O:15])OCC(Cl)(Cl)Cl.[F:16][C:17]1[CH:22]=[CH:21][C:20]([C:23]2[N:24]=[C:25]([CH:28]3[CH2:33][CH2:32][NH:31][CH2:30][CH2:29]3)[S:26][CH:27]=2)=[CH:19][CH:18]=1.C(N(C(C)C)CC)(C)C.O. (4) The reactants are FC(F)(F)C([N:5]1[CH2:10][CH2:9][N:8]([C:11]2[CH:16]=[C:15]([S:17]([N:20]3[C:28]4[C:23](=[CH:24][CH:25]=[C:26]([F:29])[CH:27]=4)[C:22]([CH2:30][O:31][CH3:32])=[CH:21]3)(=[O:19])=[O:18])[CH:14]=[CH:13][C:12]=2[O:33][CH3:34])[CH2:7][CH2:6]1)=O.[OH-].[K+]. The catalyst is C1COCC1. The product is [F:29][C:26]1[CH:27]=[C:28]2[C:23]([C:22]([CH2:30][O:31][CH3:32])=[CH:21][N:20]2[S:17]([C:15]2[CH:14]=[CH:13][C:12]([O:33][CH3:34])=[C:11]([N:8]3[CH2:9][CH2:10][NH:5][CH2:6][CH2:7]3)[CH:16]=2)(=[O:19])=[O:18])=[CH:24][CH:25]=1. The yield is 0.619. (5) The reactants are Br[CH2:2][B-:3]([F:6])([F:5])[F:4].[K+:7].[CH2:8]1[CH:12]2[CH2:13][NH:14][CH2:15][CH:11]2[CH2:10][N:9]1[C:16]([O:18][C:19]([CH3:22])([CH3:21])[CH3:20])=[O:17].O1CCCC1.C(=O)([O-])[O-].[K+].[K+]. The catalyst is CC(C)=O. The product is [C:19]([O:18][C:16]([N:9]1[CH2:10][CH:11]2[CH2:15][N:14]([CH2:2][B-:3]([F:6])([F:5])[F:4])[CH2:13][CH:12]2[CH2:8]1)=[O:17])([CH3:22])([CH3:20])[CH3:21].[K+:7]. The yield is 0.670.